This data is from Forward reaction prediction with 1.9M reactions from USPTO patents (1976-2016). The task is: Predict the product of the given reaction. (1) Given the reactants [CH2:1]1[C:5]2([CH2:10][C:9](=O)[CH2:8][CH2:7][O:6]2)[CH2:4][CH2:3][CH2:2]1.[CH3:12][O:13][C:14](=[O:18])[CH2:15][C:16]#[N:17].C([O-])(=O)C.[NH4+].C(O)(=O)C, predict the reaction product. The product is: [C:16]([C:15](=[C:9]1[CH2:10][C:5]2([CH2:4][CH2:3][CH2:2][CH2:1]2)[O:6][CH2:7][CH2:8]1)[C:14]([O:13][CH3:12])=[O:18])#[N:17]. (2) Given the reactants [CH3:1][C:2]1[CH:9]=[CH:8][C:7]([N+:10]([O-:12])=[O:11])=[CH:6][C:3]=1[CH:4]=O.[CH3:13][O:14][C:15]([CH2:17]P(OC)(OC)=O)=[O:16], predict the reaction product. The product is: [CH3:1][C:2]1[CH:9]=[CH:8][C:7]([N+:10]([O-:12])=[O:11])=[CH:6][C:3]=1/[CH:4]=[CH:17]/[C:15]([O:14][CH3:13])=[O:16]. (3) Given the reactants F[C:2]1[CH:3]=[C:4]2[C:8](=[CH:9][CH:10]=1)[N:7]([CH2:11][C:12]([O:14][CH3:15])=[O:13])[C:6]([CH3:16])=[C:5]2[CH2:17][C:18]1[CH:19]=[N:20][C:21]([O:24]C)=[CH:22][CH:23]=1.CC1N(CC(OC)=O)C2C(C=1)=CC=CC=2.O=C1NC=C(C=O)C=C1.C([SiH](CC)CC)C.FC(F)(F)C(O)=O, predict the reaction product. The product is: [CH3:16][C:6]1[N:7]([CH2:11][C:12]([O:14][CH3:15])=[O:13])[C:8]2[C:4]([C:5]=1[CH2:17][C:18]1[CH:23]=[CH:22][C:21](=[O:24])[NH:20][CH:19]=1)=[CH:3][CH:2]=[CH:10][CH:9]=2. (4) Given the reactants Br.[F:2][C:3]1[CH:8]=[CH:7][C:6]([S:9]([C:12]2[C:13]([OH:24])=[CH:14][C:15]3[CH2:21][CH2:20][N:19]([CH3:22])[CH2:18][CH2:17][C:16]=3[CH:23]=2)(=[O:11])=[O:10])=[CH:5][CH:4]=1.C(N(CC)CC)C.[F:32][C:33]([F:39])([F:38])[S:34](Cl)(=[O:36])=[O:35], predict the reaction product. The product is: [F:2][C:3]1[CH:4]=[CH:5][C:6]([S:9]([C:12]2[C:13]([O:24][S:34]([C:33]([F:39])([F:38])[F:32])(=[O:36])=[O:35])=[CH:14][C:15]3[CH2:21][CH2:20][N:19]([CH3:22])[CH2:18][CH2:17][C:16]=3[CH:23]=2)(=[O:11])=[O:10])=[CH:7][CH:8]=1. (5) Given the reactants FC(F)(F)S(O[C:7]1[C:8]([C:18]([N:20]([O:22][CH3:23])[CH3:21])=[O:19])=[CH:9][C:10]([Cl:17])=[C:11]2[C:16]=1[N:15]=[CH:14][CH:13]=[CH:12]2)(=O)=O.[F:26][C:27]1[CH:28]=[C:29]([Zn]I)[CH:30]=[CH:31][CH:32]=1, predict the reaction product. The product is: [Cl:17][C:10]1[CH:9]=[C:8]([C:18]([N:20]([O:22][CH3:23])[CH3:21])=[O:19])[C:7]([C:31]2[CH:30]=[CH:29][CH:28]=[C:27]([F:26])[CH:32]=2)=[C:16]2[C:11]=1[CH:12]=[CH:13][CH:14]=[N:15]2. (6) Given the reactants [Cl:1][C:2]1[C:3]([C:10]2[S:11][C:12]([C:15]3[N:16]=[C:17]4[C:22]([Cl:23])=[CH:21][C:20]([C:24]([F:27])([F:26])[F:25])=[CH:19][N:18]4[CH:28]=3)=[N:13][N:14]=2)=[CH:4][C:5]([F:9])=[C:6]([OH:8])[CH:7]=1.C([O-])([O-])=O.[K+].[K+].[CH2:35](Br)[CH:36]=[CH2:37], predict the reaction product. The product is: [CH2:37]([O:8][C:6]1[C:5]([F:9])=[CH:4][C:3]([C:10]2[S:11][C:12]([C:15]3[N:16]=[C:17]4[C:22]([Cl:23])=[CH:21][C:20]([C:24]([F:26])([F:25])[F:27])=[CH:19][N:18]4[CH:28]=3)=[N:13][N:14]=2)=[C:2]([Cl:1])[CH:7]=1)[CH:36]=[CH2:35].